From a dataset of KCNQ2 potassium channel screen with 302,405 compounds. Binary Classification. Given a drug SMILES string, predict its activity (active/inactive) in a high-throughput screening assay against a specified biological target. (1) The molecule is O(c1c(OC)cc(cc1OC)C(=O)NCC(OCC(=O)Nc1oc(nn1)c1ccccc1)=O)C. The result is 0 (inactive). (2) The molecule is s1c(NC(=O)c2cc3c(C(=O)N(C3=O)c3c(OC)cccc3)cc2)ncc1. The result is 0 (inactive). (3) The drug is Brc1ccc(S(=O)(=O)NCC(CN(C)C)C)cc1. The result is 0 (inactive). (4) The molecule is S(=O)(=O)(N1CCN(CC1)c1ccccc1)c1cc(ccc1)C(=O)N(CC(=O)Nc1c(cccc1C)C)C. The result is 0 (inactive).